Dataset: NCI-60 drug combinations with 297,098 pairs across 59 cell lines. Task: Regression. Given two drug SMILES strings and cell line genomic features, predict the synergy score measuring deviation from expected non-interaction effect. (1) Drug 1: C1CCC(C(C1)N)N.C(=O)(C(=O)[O-])[O-].[Pt+4]. Drug 2: CCC1(C2=C(COC1=O)C(=O)N3CC4=CC5=C(C=CC(=C5CN(C)C)O)N=C4C3=C2)O.Cl. Cell line: NCI-H322M. Synergy scores: CSS=4.82, Synergy_ZIP=-0.685, Synergy_Bliss=1.06, Synergy_Loewe=-1.51, Synergy_HSA=0.706. (2) Drug 1: C1CC(=O)NC(=O)C1N2CC3=C(C2=O)C=CC=C3N. Drug 2: CC1=C(N=C(N=C1N)C(CC(=O)N)NCC(C(=O)N)N)C(=O)NC(C(C2=CN=CN2)OC3C(C(C(C(O3)CO)O)O)OC4C(C(C(C(O4)CO)O)OC(=O)N)O)C(=O)NC(C)C(C(C)C(=O)NC(C(C)O)C(=O)NCCC5=NC(=CS5)C6=NC(=CS6)C(=O)NCCC[S+](C)C)O. Cell line: M14. Synergy scores: CSS=22.3, Synergy_ZIP=-2.81, Synergy_Bliss=-2.23, Synergy_Loewe=-25.6, Synergy_HSA=-0.879. (3) Drug 1: C1CNP(=O)(OC1)N(CCCl)CCCl. Drug 2: N.N.Cl[Pt+2]Cl. Cell line: HCT116. Synergy scores: CSS=51.7, Synergy_ZIP=3.33, Synergy_Bliss=3.35, Synergy_Loewe=-5.03, Synergy_HSA=6.46.